Predict the reactants needed to synthesize the given product. From a dataset of Full USPTO retrosynthesis dataset with 1.9M reactions from patents (1976-2016). (1) Given the product [O:23]1[CH:24]=[CH:25][CH:26]=[C:22]1[CH2:21][N:16]1[CH2:15][C:14]2([CH2:27][CH2:28][N:11]([S:8]([C:5]3[CH:6]=[CH:7][C:2]([C:37]4[CH:46]=[C:45]5[C:40]([CH:41]=[CH:42][CH:43]=[N:44]5)=[CH:39][CH:38]=4)=[CH:3][CH:4]=3)(=[O:10])=[O:9])[CH2:12][CH2:13]2)[O:19][CH2:18][C:17]1=[O:20], predict the reactants needed to synthesize it. The reactants are: Br[C:2]1[CH:7]=[CH:6][C:5]([S:8]([N:11]2[CH2:28][CH2:27][C:14]3([O:19][CH2:18][C:17](=[O:20])[N:16]([CH2:21][C:22]4[O:23][CH:24]=[CH:25][CH:26]=4)[CH2:15]3)[CH2:13][CH2:12]2)(=[O:10])=[O:9])=[CH:4][CH:3]=1.CC1(C)C(C)(C)OB([C:37]2[CH:46]=[C:45]3[C:40]([CH:41]=[CH:42][CH:43]=[N:44]3)=[CH:39][CH:38]=2)O1.C(=O)([O-])[O-].[K+].[K+]. (2) The reactants are: [CH3:1][O:2][C:3](=[O:36])[CH:4]([NH:28][C:29]([O:31][C:32]([CH3:35])([CH3:34])[CH3:33])=[O:30])[CH2:5][O:6][C:7]1[CH:12]=[CH:11][C:10]([CH2:13][CH2:14][CH2:15][CH2:16][NH:17]C(OCC2C=CC=CC=2)=O)=[CH:9][CH:8]=1. Given the product [CH3:1][O:2][C:3](=[O:36])[CH:4]([NH:28][C:29]([O:31][C:32]([CH3:34])([CH3:33])[CH3:35])=[O:30])[CH2:5][O:6][C:7]1[CH:8]=[CH:9][C:10]([CH2:13][CH2:14][CH2:15][CH2:16][NH2:17])=[CH:11][CH:12]=1, predict the reactants needed to synthesize it. (3) The reactants are: [CH3:1][N:2]1[C:6]2[CH:7]=[CH:8][C:9]([N+:11]([O-:13])=[O:12])=[CH:10][C:5]=2[NH:4][C:3]1=S.O=S(Cl)[Cl:17]. Given the product [Cl:17][C:3]1[N:2]([CH3:1])[C:6]2[CH:7]=[CH:8][C:9]([N+:11]([O-:13])=[O:12])=[CH:10][C:5]=2[N:4]=1, predict the reactants needed to synthesize it. (4) Given the product [Br:21][C:13]1[C:12]2[C:17](=[CH:18][C:9]([S:29]([Cl:33])(=[O:31])=[O:30])=[CH:10][CH:11]=2)[C:16](=[O:19])[N:15]([CH3:20])[CH:14]=1, predict the reactants needed to synthesize it. The reactants are: C(S[C:9]1[CH:18]=[C:17]2[C:12]([C:13]([Br:21])=[CH:14][N:15]([CH3:20])[C:16]2=[O:19])=[CH:11][CH:10]=1)C1C=CC=CC=1.C(Cl)Cl.C(O)(=O)C.[S:29]([Cl:33])(Cl)(=[O:31])=[O:30]. (5) The reactants are: [Si]([O:8][CH2:9][CH2:10][C:11]1([S:14]([NH:17][C:18]2[C:19]([NH:29][C:30]3[CH:35]=[CH:34][C:33]([I:36])=[CH:32][C:31]=3[F:37])=[C:20]([F:28])[C:21]3[O:25][N:24]=[C:23]([CH3:26])[C:22]=3[CH:27]=2)(=[O:16])=[O:15])[CH2:13][CH2:12]1)(C(C)(C)C)(C)C.Cl. Given the product [OH:8][CH2:9][CH2:10][C:11]1([S:14]([NH:17][C:18]2[C:19]([NH:29][C:30]3[CH:35]=[CH:34][C:33]([I:36])=[CH:32][C:31]=3[F:37])=[C:20]([F:28])[C:21]3[O:25][N:24]=[C:23]([CH3:26])[C:22]=3[CH:27]=2)(=[O:16])=[O:15])[CH2:12][CH2:13]1, predict the reactants needed to synthesize it. (6) Given the product [CH3:12][C:11]1[NH:10][N:9]=[CH:8][C:7]=1[C:5]1[S:4][C:3]2[C:13](=[O:14])[NH:15][C:25]3([CH2:26][CH2:27][N:22]([C:17]4[N:16]=[CH:21][CH:20]=[CH:19][N:18]=4)[CH2:23][CH2:24]3)[NH:1][C:2]=2[CH:6]=1, predict the reactants needed to synthesize it. The reactants are: [NH2:1][C:2]1[CH:6]=[C:5]([C:7]2[CH:8]=[N:9][NH:10][C:11]=2[CH3:12])[S:4][C:3]=1[C:13]([NH2:15])=[O:14].[N:16]1[CH:21]=[CH:20][CH:19]=[N:18][C:17]=1[N:22]1[CH2:27][CH2:26][C:25](=O)[CH2:24][CH2:23]1.CC1(C)C2(CS(O)(=O)=O)C(CC1CC2)=O.[O-]S([O-])(=O)=O.[Mg+2].C([O-])(O)=O.[Na+]. (7) The reactants are: [C:1]([O:5][C:6](=[O:38])[NH:7][C:8]([C:10]1[CH:15]=[CH:14][C:13]([CH2:16][NH:17][C:18]([C@H:20]2[N:24]3[C:25](=[O:37])[C:26]([NH:29][CH2:30][C:31]4[CH:36]=[CH:35][CH:34]=[CH:33][CH:32]=4)=[CH:27][N:28]=[C:23]3[CH2:22][CH2:21]2)=[O:19])=[CH:12][CH:11]=1)=[NH:9])([CH3:4])([CH3:3])[CH3:2].[C:39](OC(=O)NC(C1C=CC(CNC([C@H]2N3C(=O)C(N)=CN=C3CC2)=O)=CC=1)=N)(C)(C)C.[BH-](OC(C)=O)(OC(C)=O)OC(C)=O.[Na+]. Given the product [C:1]([O:5][C:6](=[O:38])[NH:7][C:8](=[NH:9])[C:10]1[CH:11]=[CH:12][C:13]([CH2:16][NH:17][C:18]([C@H:20]2[N:24]3[C:25](=[O:37])[C:26]([NH:29][CH2:30][CH2:31][C:32]4[CH:33]=[CH:34][CH:35]=[CH:36][CH:39]=4)=[CH:27][N:28]=[C:23]3[CH2:22][CH2:21]2)=[O:19])=[CH:14][CH:15]=1)([CH3:3])([CH3:2])[CH3:4], predict the reactants needed to synthesize it. (8) Given the product [CH3:1][O:2][C:3]1[C:4]([CH3:23])=[CH:5][CH:6]=[CH:7][N:8]=1, predict the reactants needed to synthesize it. The reactants are: [CH3:1][O:2][C:3]1[N:8]=[C:7]2NC(SCC3C(C)=C(OC)C=CN=3)=N[C:6]2=[CH:5][C:4]=1[CH3:23].ClC1C=CC=C(C(OO)=O)C=1.C(=O)(O)[O-].[Na+]. (9) Given the product [CH3:3][O:4][C:5]([C:7]1[N:8]=[CH:9][O:10][C:11]=1[C:12]1[CH:17]=[CH:16][CH:15]=[C:14]([CH2:18][CH2:19][O:20][Si:21]([C:24]([CH3:27])([CH3:26])[CH3:25])([CH3:23])[CH3:22])[CH:13]=1)=[O:6], predict the reactants needed to synthesize it. The reactants are: N#N.[CH3:3][O:4][C:5]([C:7]1[N:8]=[CH:9][O:10][C:11]=1[C:12]1[CH:17]=[CH:16][CH:15]=[C:14]([CH2:18][CH2:19][OH:20])[CH:13]=1)=[O:6].[Si:21](Cl)([C:24]([CH3:27])([CH3:26])[CH3:25])([CH3:23])[CH3:22].N1C=CN=C1.[NH4+].[Cl-].